Task: Predict the product of the given reaction.. Dataset: Forward reaction prediction with 1.9M reactions from USPTO patents (1976-2016) (1) Given the reactants [OH-].[Na+].C(#N)C.[NH2:6][C:7]1[NH:8][C:9]2[CH:15]=[CH:14][CH:13]=[CH:12][C:10]=2[N:11]=1.[CH3:16][N:17]([CH3:22])[S:18](Cl)(=[O:20])=[O:19], predict the reaction product. The product is: [CH3:16][N:17]([CH3:22])[S:18]([N:8]1[C:9]2[CH:15]=[CH:14][CH:13]=[CH:12][C:10]=2[N:11]=[C:7]1[NH2:6])(=[O:20])=[O:19]. (2) Given the reactants [NH2:1][C:2]1[CH:3]=[C:4]([OH:8])[CH:5]=[CH:6][CH:7]=1.Cl[C:10]1[CH:15]=[C:14]([O:16][C:17]2[CH:18]=[C:19]([CH3:30])[C:20]([CH3:29])=[N:21][C:22]=2[C:23]2[CH:28]=[CH:27][CH:26]=[CH:25][N:24]=2)[CH:13]=[CH:12][N:11]=1.C([O-])([O-])=O.[Cs+].[Cs+].CC1(C)C2C(=C(P(C3C=CC=CC=3)C3C=CC=CC=3)C=CC=2)OC2C(P(C3C=CC=CC=3)C3C=CC=CC=3)=CC=CC1=2, predict the reaction product. The product is: [CH3:30][C:19]1[CH:18]=[C:17]([O:16][C:14]2[CH:13]=[CH:12][N:11]=[C:10]([NH:1][C:2]3[CH:3]=[C:4]([OH:8])[CH:5]=[CH:6][CH:7]=3)[CH:15]=2)[C:22]([C:23]2[CH:28]=[CH:27][CH:26]=[CH:25][N:24]=2)=[N:21][C:20]=1[CH3:29]. (3) Given the reactants [F:1][C:2]([F:11])([F:10])[C:3]1[N:8]=[CH:7][C:6]([OH:9])=[CH:5][CH:4]=1.[F:12][C:13]1[CH:14]=[C:15]([CH:18]=[CH:19][C:20]=1F)[CH:16]=[O:17], predict the reaction product. The product is: [F:12][C:13]1[CH:14]=[C:15]([CH:18]=[CH:19][C:20]=1[O:9][C:6]1[CH:7]=[N:8][C:3]([C:2]([F:1])([F:10])[F:11])=[CH:4][CH:5]=1)[CH:16]=[O:17].